The task is: Predict the reactants needed to synthesize the given product.. This data is from Full USPTO retrosynthesis dataset with 1.9M reactions from patents (1976-2016). (1) Given the product [CH3:10][O:9][C:7]1[CH:6]=[C:5]([C:11]([C@@H:13]2[C@:22]3([CH3:23])[C@H:17]([C:18]([CH3:25])([CH3:24])[CH2:19][CH2:20][CH2:21]3)[CH2:16][C:15](=[O:26])[C@@H:14]2[CH3:27])=[O:12])[CH:4]=[C:3]([O:2][CH3:1])[CH:8]=1, predict the reactants needed to synthesize it. The reactants are: [CH3:1][O:2][C:3]1[CH:4]=[C:5]([C:11]([C@@H:13]2[C@:22]3([CH3:23])[C@H:17]([C:18]([CH3:25])([CH3:24])[CH2:19][CH2:20][CH2:21]3)[CH2:16][C@@H:15]([OH:26])[C@@H:14]2[CH3:27])=[O:12])[CH:6]=[C:7]([O:9][CH3:10])[CH:8]=1.C1C=C[NH+]=CC=1.[O-][Cr](Cl)(=O)=O. (2) Given the product [N:10]1[C:11]2[C:6](=[CH:5][CH:4]=[CH:3][C:2]=2[CH2:14][C:12]([OH:18])=[O:13])[CH:7]=[CH:8][CH:9]=1, predict the reactants needed to synthesize it. The reactants are: Br[C:2]1[CH:3]=[CH:4][CH:5]=[C:6]2[C:11]=1[N:10]=[CH:9][CH:8]=[CH:7]2.[C:12]([OH:18])([C:14](F)(F)F)=[O:13]. (3) Given the product [NH2:14][C:15]1[CH:22]=[CH:21][C:18]([C:19]#[N:20])=[CH:17][C:16]=1[C:1]([O:4][CH3:7])=[O:2], predict the reactants needed to synthesize it. The reactants are: [C:1]([O-:4])([O-])=[O:2].[K+].[K+].[CH3:7]CN(CC)CC.[NH2:14][C:15]1[CH:22]=[CH:21][C:18]([C:19]#[N:20])=[CH:17][C:16]=1I. (4) Given the product [N+:1]([C:4]1[CH:9]=[C:8]([N+:10]([O-:12])=[O:11])[CH:7]=[CH:6][C:5]=1[OH:13])([O-:3])=[O:2], predict the reactants needed to synthesize it. The reactants are: [N+:1]([C:4]1[CH:9]=[C:8]([N+:10]([O-:12])=[O:11])[CH:7]=[CH:6][C:5]=1[O:13]C(=O)[O:13][C:5]1[CH:6]=[CH:7][C:8]([N+:10]([O-:12])=[O:11])=[CH:9][C:4]=1[N+:1]([O-:3])=[O:2])([O-:3])=[O:2].C(OC(=O)NN)(C)(C)C.